From a dataset of Full USPTO retrosynthesis dataset with 1.9M reactions from patents (1976-2016). Predict the reactants needed to synthesize the given product. The reactants are: I[C:2]1[O:3][C:4]([C:7]2[N:12]=[C:11]([NH:13][C:14]3[CH:19]=[C:18]([CH3:20])[CH:17]=[CH:16][N:15]=3)[CH:10]=[CH:9][CH:8]=2)=[CH:5][N:6]=1.[O:21]1[C:25]2[CH:26]=[CH:27][CH:28]=[CH:29][C:24]=2[N:23]=[CH:22]1.O(C(C)(C)C)[Li].O. Given the product [O:21]1[C:25]2[CH:26]=[CH:27][CH:28]=[CH:29][C:24]=2[N:23]=[C:22]1[C:2]1[O:3][C:4]([C:7]2[N:12]=[C:11]([NH:13][C:14]3[CH:19]=[C:18]([CH3:20])[CH:17]=[CH:16][N:15]=3)[CH:10]=[CH:9][CH:8]=2)=[CH:5][N:6]=1, predict the reactants needed to synthesize it.